This data is from Reaction yield outcomes from USPTO patents with 853,638 reactions. The task is: Predict the reaction yield, written as a fraction of the theoretical maximum amount of product (1.0 means a 100% yield; for example, 0.34 means a 34% yield). (1) The reactants are [Cl:1][C:2]1[CH:19]=[CH:18][C:17]([Cl:20])=[CH:16][C:3]=1[CH2:4][N:5]1[CH2:10][CH2:9][NH:8][C:7]2[N:11]=[CH:12][C:13](I)=[CH:14][C:6]1=2.[Cl:21][C:22]1[CH:27]=[CH:26][C:25](B2OC(C)(C)C(C)(C)O2)=[CH:24][N:23]=1. No catalyst specified. The product is [Cl:21][C:22]1[N:23]=[CH:24][C:25]([C:13]2[CH:12]=[N:11][C:7]3[NH:8][CH2:9][CH2:10][N:5]([CH2:4][C:3]4[CH:16]=[C:17]([Cl:20])[CH:18]=[CH:19][C:2]=4[Cl:1])[C:6]=3[CH:14]=2)=[CH:26][CH:27]=1. The yield is 0.540. (2) The reactants are N[C:2]1[C:3]([Cl:8])=[N:4][CH:5]=[CH:6][CH:7]=1.[F:9][C:10]([F:14])([F:13])[CH2:11][OH:12].CS(O)(=O)=O.N(OC(C)(C)C)=O.C(=O)(O)[O-].[Na+]. No catalyst specified. The product is [Cl:8][C:3]1[C:2]([O:12][CH2:11][C:10]([F:14])([F:13])[F:9])=[CH:7][CH:6]=[CH:5][N:4]=1. The yield is 0.673.